This data is from Forward reaction prediction with 1.9M reactions from USPTO patents (1976-2016). The task is: Predict the product of the given reaction. Given the reactants Br[C:2]1[CH:14]=[CH:13][C:5]([C:6]([O:8][C:9]([CH3:12])([CH3:11])[CH3:10])=[O:7])=[C:4]([NH:15][C:16]2[CH:21]=[CH:20][C:19]([F:22])=[CH:18][CH:17]=2)[CH:3]=1.[N+:23]([C:26]1[CH:32]=[CH:31][CH:30]=[CH:29][C:27]=1[NH2:28])([O-:25])=[O:24].C(=O)([O-])[O-].[Cs+].[Cs+].C(O)(=O)CC(CC(O)=O)(C(O)=O)O, predict the reaction product. The product is: [F:22][C:19]1[CH:20]=[CH:21][C:16]([NH:15][C:4]2[CH:3]=[C:2]([NH:28][C:27]3[CH:29]=[CH:30][CH:31]=[CH:32][C:26]=3[N+:23]([O-:25])=[O:24])[CH:14]=[CH:13][C:5]=2[C:6]([O:8][C:9]([CH3:12])([CH3:11])[CH3:10])=[O:7])=[CH:17][CH:18]=1.